Task: Predict the reactants needed to synthesize the given product.. Dataset: Full USPTO retrosynthesis dataset with 1.9M reactions from patents (1976-2016) (1) Given the product [F:23][C:24]1[CH:25]=[CH:26][C:27]([S:30]([C@@:33]2([C:50]3[CH:55]=[CH:54][C:53]([C:56]([F:65])([C:61]([F:62])([F:63])[F:64])[C:57]([F:58])([F:59])[F:60])=[CH:52][CH:51]=3)[CH2:37][CH2:36][N:35]([C:38]([C:40]3([O:48][CH3:49])[CH2:41][CH2:42][CH:43]([CH:46]=[O:47])[CH2:44][CH2:45]3)=[O:39])[CH2:34]2)(=[O:31])=[O:32])=[CH:28][CH:29]=1, predict the reactants needed to synthesize it. The reactants are: CC(OI1(OC(C)=O)(OC(C)=O)OC(=O)C2C=CC=CC1=2)=O.[F:23][C:24]1[CH:29]=[CH:28][C:27]([S:30]([C@@:33]2([C:50]3[CH:55]=[CH:54][C:53]([C:56]([F:65])([C:61]([F:64])([F:63])[F:62])[C:57]([F:60])([F:59])[F:58])=[CH:52][CH:51]=3)[CH2:37][CH2:36][N:35]([C:38]([C:40]3([O:48][CH3:49])[CH2:45][CH2:44][CH:43]([CH2:46][OH:47])[CH2:42][CH2:41]3)=[O:39])[CH2:34]2)(=[O:32])=[O:31])=[CH:26][CH:25]=1. (2) Given the product [CH3:23][NH:22][C:17]1[CH:16]=[C:15]([C:8]2[CH:9]=[CH:10][C:5]([O:4][CH:2]([CH3:3])[CH3:1])=[CH:6][CH:7]=2)[N:20]=[C:19]([NH2:21])[N:18]=1, predict the reactants needed to synthesize it. The reactants are: [CH3:1][CH:2]([O:4][C:5]1[CH:10]=[CH:9][C:8](B(O)O)=[CH:7][CH:6]=1)[CH3:3].I[C:15]1[N:20]=[C:19]([NH2:21])[N:18]=[C:17]([NH:22][CH3:23])[CH:16]=1. (3) Given the product [NH:2]1[CH2:7][CH2:6][CH2:5][C@@H:4]([O:8][C:12]2[C:20]3[C:19]4[CH:21]=[C:22]([C:25]#[N:26])[N:23]=[CH:24][C:18]=4[N:17]([CH2:27][O:28][CH2:29][CH2:30][Si:31]([CH3:34])([CH3:33])[CH3:32])[C:16]=3[N:15]=[CH:14][CH:13]=2)[CH2:3]1, predict the reactants needed to synthesize it. The reactants are: Cl.[NH:2]1[CH2:7][CH2:6][CH2:5][C@@H:4]([OH:8])[CH2:3]1.[H-].[Na+].Cl[C:12]1[C:20]2[C:19]3[CH:21]=[C:22]([C:25]#[N:26])[N:23]=[CH:24][C:18]=3[N:17]([CH2:27][O:28][CH2:29][CH2:30][Si:31]([CH3:34])([CH3:33])[CH3:32])[C:16]=2[N:15]=[CH:14][CH:13]=1. (4) Given the product [C:1]([O:5][C:6]([N:8]1[CH2:12][CH2:11][CH2:10][CH:9]1[C:13](=[O:30])[NH:14][C:15]1[CH:20]=[CH:19][C:18]([C:21]2[CH:22]=[CH:23][CH:24]=[CH:25][C:26]=2[S:43]([CH3:32])(=[O:46])=[O:42])=[CH:17][C:16]=1[Cl:29])=[O:7])([CH3:3])([CH3:2])[CH3:4], predict the reactants needed to synthesize it. The reactants are: [C:1]([O:5][C:6]([N:8]1[CH2:12][CH2:11][CH2:10][CH:9]1[C:13](=[O:30])[NH:14][C:15]1[CH:20]=[CH:19][C:18]([C:21]2[CH:26]=[CH:25][CH:24]=[CH:23][C:22]=2SC)=[CH:17][C:16]=1[Cl:29])=[O:7])([CH3:4])([CH3:3])[CH3:2].Cl[C:32]1C=C(C=CC=1)C(OO)=O.[O-:42][S:43]([O-:46])(=S)=O.[Na+].[Na+]. (5) Given the product [Si:14]([O:13][C@@H:6]([C@@H:7]([CH3:12])/[CH:8]=[C:9](\[I:11])/[CH3:10])[C:4](=[O:3])[CH3:5])([C:17]([CH3:20])([CH3:19])[CH3:18])([CH3:16])[CH3:15], predict the reactants needed to synthesize it. The reactants are: C([O:3][C:4]([C@@H:6]([O:13][Si:14]([C:17]([CH3:20])([CH3:19])[CH3:18])([CH3:16])[CH3:15])[C@@H:7]([CH3:12])/[CH:8]=[C:9](\[I:11])/[CH3:10])=[CH2:5])C.C([O-])(O)=O.[Na+]. (6) The reactants are: [CH2:1]([C@@:5]1([CH2:28][CH3:29])[NH:11][C@H:10]([C:12]2[CH:17]=[CH:16][CH:15]=[CH:14][CH:13]=2)[C:9]2[CH:18]=[C:19]([O:24][CH3:25])[C:20]([CH2:22][NH2:23])=[CH:21][C:8]=2[S:7](=[O:27])(=[O:26])[CH2:6]1)[CH2:2][CH2:3][CH3:4].CCN(CC)CC.Cl[C:38](=[O:43])[C:39]([O:41][CH3:42])=[O:40]. Given the product [CH2:1]([C@@:5]1([CH2:28][CH3:29])[NH:11][C@H:10]([C:12]2[CH:13]=[CH:14][CH:15]=[CH:16][CH:17]=2)[C:9]2[CH:18]=[C:19]([O:24][CH3:25])[C:20]([CH2:22][NH:23][C:38](=[O:43])[C:39]([O:41][CH3:42])=[O:40])=[CH:21][C:8]=2[S:7](=[O:26])(=[O:27])[CH2:6]1)[CH2:2][CH2:3][CH3:4], predict the reactants needed to synthesize it. (7) Given the product [Cl:1][C:2]1[CH:3]=[CH:4][C:5]([S:8]([N:11]([CH2:25][C:26]2[CH:27]=[CH:28][C:29]([C:30]([OH:32])=[O:31])=[CH:34][CH:35]=2)[C@H:12]([C:15]2[CH:20]=[CH:19][C:18]([C:21]([F:23])([F:24])[F:22])=[CH:17][CH:16]=2)[CH2:13][CH3:14])(=[O:10])=[O:9])=[CH:6][CH:7]=1, predict the reactants needed to synthesize it. The reactants are: [Cl:1][C:2]1[CH:7]=[CH:6][C:5]([S:8]([N:11]([CH2:25][C:26]2[CH:35]=[CH:34][C:29]([C:30]([O:32]C)=[O:31])=[CH:28][CH:27]=2)[C@H:12]([C:15]2[CH:20]=[CH:19][C:18]([C:21]([F:24])([F:23])[F:22])=[CH:17][CH:16]=2)[CH2:13][CH3:14])(=[O:10])=[O:9])=[CH:4][CH:3]=1.O.[OH-].[Li+]. (8) The reactants are: [CH2:1]([O:3][C:4]([C:6]1([C:13]2[S:14][CH:15]=[CH:16][CH:17]=2)[CH2:12][CH2:11][CH2:10][CH2:9][CH2:8][CH2:7]1)=[O:5])[CH3:2].[N:18]12CC[CH:21]([CH2:22][CH2:23]1)[C@@H:20](O)[CH2:19]2.[H-].[Na+]. Given the product [N:18]12[CH2:23][CH2:22][CH:21]([CH2:20][CH2:19]1)[C@@H:1]([O:3][C:4]([C:6]1([C:13]3[S:14][CH:15]=[CH:16][CH:17]=3)[CH2:12][CH2:11][CH2:10][CH2:9][CH2:8][CH2:7]1)=[O:5])[CH2:2]2, predict the reactants needed to synthesize it. (9) The reactants are: [CH2:1]([Mg]Br)[CH3:2].[Br:5][C:6]1[CH:13]=[CH:12][C:9]([CH:10]=[O:11])=[C:8]([F:14])[CH:7]=1. Given the product [Br:5][C:6]1[CH:13]=[CH:12][C:9]([CH:10]([OH:11])[CH2:1][CH3:2])=[C:8]([F:14])[CH:7]=1, predict the reactants needed to synthesize it.